From a dataset of Buchwald-Hartwig C-N cross coupling reaction yields with 55,370 reactions. Predict the reaction yield, written as a fraction of the theoretical maximum amount of product (1.0 means a 100% yield; for example, 0.34 means a 34% yield). (1) The reactants are Brc1ccccn1.Cc1ccc(N)cc1.O=S(=O)(O[Pd]1c2ccccc2-c2ccccc2N~1)C(F)(F)F.CC(C)c1cc(C(C)C)c(-c2ccccc2P(C(C)(C)C)C(C)(C)C)c(C(C)C)c1.CN1CCCN2CCCN=C12.c1ccc(-c2ccon2)cc1. No catalyst specified. The product is Cc1ccc(Nc2ccccn2)cc1. The yield is 0.913. (2) The reactants are Ic1cccnc1.Cc1ccc(N)cc1.O=S(=O)(O[Pd]1c2ccccc2-c2ccccc2N~1)C(F)(F)F.COc1ccc(OC)c(P([C@]23C[C@H]4C[C@H](C[C@H](C4)C2)C3)[C@]23C[C@H]4C[C@H](C[C@H](C4)C2)C3)c1-c1c(C(C)C)cc(C(C)C)cc1C(C)C.CCN=P(N=P(N(C)C)(N(C)C)N(C)C)(N(C)C)N(C)C.Cc1ccon1. No catalyst specified. The product is Cc1ccc(Nc2cccnc2)cc1. The yield is 0.00748. (3) The reactants are Ic1ccccn1.Cc1ccc(N)cc1.O=S(=O)(O[Pd]1c2ccccc2-c2ccccc2N~1)C(F)(F)F.COc1ccc(OC)c(P(C(C)(C)C)C(C)(C)C)c1-c1c(C(C)C)cc(C(C)C)cc1C(C)C.CN1CCCN2CCCN=C12.Cc1cc(C)on1. No catalyst specified. The product is Cc1ccc(Nc2ccccn2)cc1. The yield is 0.893. (4) The reactants are FC(F)(F)c1ccc(Br)cc1.Cc1ccc(N)cc1.O=S(=O)(O[Pd]1c2ccccc2-c2ccccc2N~1)C(F)(F)F.CC(C)c1cc(C(C)C)c(-c2ccccc2P(C2CCCCC2)C2CCCCC2)c(C(C)C)c1.CN(C)C(=NC(C)(C)C)N(C)C.Cc1ccno1. No catalyst specified. The product is Cc1ccc(Nc2ccc(C(F)(F)F)cc2)cc1. The yield is 0.284. (5) The reactants are COc1ccc(I)cc1.Cc1ccc(N)cc1.O=S(=O)(O[Pd]1c2ccccc2-c2ccccc2N~1)C(F)(F)F.COc1ccc(OC)c(P(C(C)(C)C)C(C)(C)C)c1-c1c(C(C)C)cc(C(C)C)cc1C(C)C.CN(C)C(=NC(C)(C)C)N(C)C.COC(=O)c1ccno1. No catalyst specified. The product is COc1ccc(Nc2ccc(C)cc2)cc1. The yield is 0.352. (6) The product is COc1ccc(Nc2ccc(C)cc2)cc1. The yield is 0.0597. The reactants are COc1ccc(I)cc1.Cc1ccc(N)cc1.O=S(=O)(O[Pd]1c2ccccc2-c2ccccc2N~1)C(F)(F)F.CC(C)c1cc(C(C)C)c(-c2ccccc2P(C2CCCCC2)C2CCCCC2)c(C(C)C)c1.CCN=P(N=P(N(C)C)(N(C)C)N(C)C)(N(C)C)N(C)C.c1ccc(-c2cnoc2)cc1. No catalyst specified. (7) The reactants are CCc1ccc(Cl)cc1.Cc1ccc(N)cc1.O=S(=O)(O[Pd]1c2ccccc2-c2ccccc2N~1)C(F)(F)F.CC(C)c1cc(C(C)C)c(-c2ccccc2P(C(C)(C)C)C(C)(C)C)c(C(C)C)c1.CN(C)C(=NC(C)(C)C)N(C)C.CCOC(=O)c1ccon1. No catalyst specified. The product is CCc1ccc(Nc2ccc(C)cc2)cc1. The yield is 0.0241. (8) The reactants are FC(F)(F)c1ccc(Cl)cc1.Cc1ccc(N)cc1.O=S(=O)(O[Pd]1c2ccccc2-c2ccccc2N~1)C(F)(F)F.COc1ccc(OC)c(P(C(C)(C)C)C(C)(C)C)c1-c1c(C(C)C)cc(C(C)C)cc1C(C)C.CN1CCCN2CCCN=C12.Cc1cc(C)on1. No catalyst specified. The product is Cc1ccc(Nc2ccc(C(F)(F)F)cc2)cc1. The yield is 0.142. (9) The reactants are FC(F)(F)c1ccc(Cl)cc1.Cc1ccc(N)cc1.O=S(=O)(O[Pd]1c2ccccc2-c2ccccc2N~1)C(F)(F)F.CC(C)c1cc(C(C)C)c(-c2ccccc2P(C2CCCCC2)C2CCCCC2)c(C(C)C)c1.CCN=P(N=P(N(C)C)(N(C)C)N(C)C)(N(C)C)N(C)C.CCOC(=O)c1ccon1. No catalyst specified. The product is Cc1ccc(Nc2ccc(C(F)(F)F)cc2)cc1. The yield is 0. (10) The reactants are FC(F)(F)c1ccc(Cl)cc1.Cc1ccc(N)cc1.O=S(=O)(O[Pd]1c2ccccc2-c2ccccc2N~1)C(F)(F)F.COc1ccc(OC)c(P([C@]23C[C@H]4C[C@H](C[C@H](C4)C2)C3)[C@]23C[C@H]4C[C@H](C[C@H](C4)C2)C3)c1-c1c(C(C)C)cc(C(C)C)cc1C(C)C.CN(C)C(=NC(C)(C)C)N(C)C.c1ccc(-c2cnoc2)cc1. No catalyst specified. The product is Cc1ccc(Nc2ccc(C(F)(F)F)cc2)cc1. The yield is 0.0331.